From a dataset of Peptide-MHC class II binding affinity with 134,281 pairs from IEDB. Regression. Given a peptide amino acid sequence and an MHC pseudo amino acid sequence, predict their binding affinity value. This is MHC class II binding data. (1) The peptide sequence is PELQNFLNFLEANGL. The MHC is HLA-DQA10501-DQB10301 with pseudo-sequence HLA-DQA10501-DQB10301. The binding affinity (normalized) is 0. (2) The peptide sequence is EVFFQRLGIASGRARY. The MHC is HLA-DPA10201-DPB10101 with pseudo-sequence HLA-DPA10201-DPB10101. The binding affinity (normalized) is 0.421.